Dataset: Forward reaction prediction with 1.9M reactions from USPTO patents (1976-2016). Task: Predict the product of the given reaction. (1) Given the reactants C([O:3][C:4]([C:6]1([NH:15][C:16](=[O:26])[C:17]2[CH:22]=[CH:21][CH:20]=[C:19]([C:23]#[N:24])[C:18]=2[CH3:25])[CH2:14][C:13]2[C:8](=[CH:9][CH:10]=[CH:11][CH:12]=2)[CH2:7]1)=[O:5])C.[OH-].[K+].CCO, predict the reaction product. The product is: [C:23]([C:19]1[C:18]([CH3:25])=[C:17]([CH:22]=[CH:21][CH:20]=1)[C:16]([NH:15][C:6]1([C:4]([OH:5])=[O:3])[CH2:14][C:13]2[C:8](=[CH:9][CH:10]=[CH:11][CH:12]=2)[CH2:7]1)=[O:26])#[N:24]. (2) Given the reactants [NH2:1][C:2]1[C:7]([Br:8])=[N:6][C:5]([Br:9])=[CH:4][N:3]=1.[CH3:10][Si]([N-][Si](C)(C)C)(C)C.[Na+].IC.O, predict the reaction product. The product is: [Br:8][C:7]1[C:2]([NH:1][CH3:10])=[N:3][CH:4]=[C:5]([Br:9])[N:6]=1.